Dataset: Catalyst prediction with 721,799 reactions and 888 catalyst types from USPTO. Task: Predict which catalyst facilitates the given reaction. Reactant: C(OC([N:8]1[CH2:12][C@H:11]([O:13][CH3:14])[CH2:10][C@@H:9]1[C:15](=[O:31])[NH:16][C:17]1[CH:22]=[CH:21][C:20]([N:23]2[CH2:28][CH2:27][CH2:26][CH2:25][C:24]2=[O:29])=[CH:19][C:18]=1[F:30])=O)(C)(C)C.C(O)(C(F)(F)F)=O. Product: [F:30][C:18]1[CH:19]=[C:20]([N:23]2[CH2:28][CH2:27][CH2:26][CH2:25][C:24]2=[O:29])[CH:21]=[CH:22][C:17]=1[NH:16][C:15]([C@H:9]1[CH2:10][C@@H:11]([O:13][CH3:14])[CH2:12][NH:8]1)=[O:31]. The catalyst class is: 2.